The task is: Predict the product of the given reaction.. This data is from Forward reaction prediction with 1.9M reactions from USPTO patents (1976-2016). (1) Given the reactants [F:1][CH:2]([F:30])[C:3]1[C:11]2[C:6](=[CH:7][C:8]([Cl:12])=[CH:9][CH:10]=2)[N:5]([S:13]([C:16]2[CH:21]=[CH:20][C:19]([O:22][CH3:23])=[C:18]([N:24]3[CH2:29][CH2:28][NH:27][CH2:26][CH2:25]3)[CH:17]=2)(=[O:15])=[O:14])[CH:4]=1.C([BH3-])#N.[Na+].[CH:35](=O)[C:36]([CH3:39])([CH3:38])[CH3:37], predict the reaction product. The product is: [Cl:12][C:8]1[CH:7]=[C:6]2[C:11]([C:3]([CH:2]([F:1])[F:30])=[CH:4][N:5]2[S:13]([C:16]2[CH:21]=[CH:20][C:19]([O:22][CH3:23])=[C:18]([N:24]3[CH2:29][CH2:28][N:27]([CH2:35][C:36]([CH3:39])([CH3:38])[CH3:37])[CH2:26][CH2:25]3)[CH:17]=2)(=[O:15])=[O:14])=[CH:10][CH:9]=1. (2) Given the reactants [S:1]1[CH:5]=[CH:4][N:3]=[C:2]1[C:6]1([OH:16])[CH2:15][CH2:14][C:9]2([O:13][CH2:12][CH2:11][O:10]2)[CH2:8][CH2:7]1.C1C(=O)N([Br:24])C(=O)C1.O.[O-]S([O-])=O.[Na+].[Na+], predict the reaction product. The product is: [Br:24][C:5]1[S:1][C:2]([C:6]2([OH:16])[CH2:7][CH2:8][C:9]3([O:13][CH2:12][CH2:11][O:10]3)[CH2:14][CH2:15]2)=[N:3][CH:4]=1. (3) Given the reactants [Cl:1][C:2]1[CH:7]=[CH:6][CH:5]=[CH:4][C:3]=1[C:8]1[N:9]=[C:10]([NH:13][C:14]2[CH:23]=[CH:22][C:17]([O:18][CH2:19][C:20]#[N:21])=[CH:16][CH:15]=2)[S:11][CH:12]=1.[N-:24]=[N+:25]=[N-:26].[Na+].[Cl-].[NH4+], predict the reaction product. The product is: [NH:24]1[C:20]([CH2:19][O:18][C:17]2[CH:16]=[CH:15][C:14]([NH:13][C:10]3[S:11][CH:12]=[C:8]([C:3]4[CH:4]=[CH:5][CH:6]=[CH:7][C:2]=4[Cl:1])[N:9]=3)=[CH:23][CH:22]=2)=[N:21][N:26]=[N:25]1.